Dataset: Reaction yield outcomes from USPTO patents with 853,638 reactions. Task: Predict the reaction yield, written as a fraction of the theoretical maximum amount of product (1.0 means a 100% yield; for example, 0.34 means a 34% yield). The reactants are [Br:1][C:2]1[CH:7]=[C:6]([F:8])[C:5]([CH:9](O)[C:10]([NH2:12])=[O:11])=[C:4]([F:14])[CH:3]=1.C(N(CC)CC)C.CS(Cl)(=O)=O.S([O-])(=O)(=O)C.Cl.[CH2:33]([N:35]1[CH2:40][C:39]2([CH2:45][CH2:44][NH:43][CH2:42][CH2:41]2)[O:38][CH2:37][C:36]1=[O:46])[CH3:34]. The catalyst is C(#N)C. The product is [Br:1][C:2]1[CH:7]=[C:6]([F:8])[C:5]([CH:9]([N:43]2[CH2:44][CH2:45][C:39]3([O:38][CH2:37][C:36](=[O:46])[N:35]([CH2:33][CH3:34])[CH2:40]3)[CH2:41][CH2:42]2)[C:10]([NH2:12])=[O:11])=[C:4]([F:14])[CH:3]=1. The yield is 0.180.